Binary Classification. Given a miRNA mature sequence and a target amino acid sequence, predict their likelihood of interaction. From a dataset of Experimentally validated miRNA-target interactions with 360,000+ pairs, plus equal number of negative samples. (1) The miRNA is mmu-miR-3473d with sequence CCACUGAGCCACUUUCCAGCCCUU. The protein sequence of the target gene is MAGLYSLGVSVFSDQGGRKYMEDVTQIVVEPEPAAEDKPAPVPRRALGLPATPTLAGVGPSEKGPAAARDPAPDAAASLPAGRCCRRRSSVAFFAVCDGHGGREAAQFAREHLWGFIKKQKGFTSSEPAKVCAAIRKGFLACHLAMWKKLAEWPKTMTGLPSTSGTTASVVIIRGMKMYVAHVGDSGVVLGIQDDPKDDFVRAVEVTQDHKPELPKERERIEGLGGSVMNKSGVNRVVWKRPRLTHSGPVRRSTVIDQIPFLAVARALGDLWSYDFFSGKFVVSPEPDTSVHTLDPRKHK.... Result: 0 (no interaction). (2) The miRNA is hsa-miR-8053 with sequence UGGCGAUUUUGGAACUCAAUGGCA. The protein sequence of the target gene is MKILLVFDFDNTIIDDNSDTWIVQCAPNKKLPIELRDSYRKGFWTEFMGRVFKYLGDKGVREHEMKRAVTSLPFTPGMVELFNFIRKNKDKFDCIIISDSNSVFIDWVLEAASFHDIFDKVFTNPAAFNSNGHLTVENYHTHSCNRCPKNLCKKVVLIEFVDKQLQQGVNYTQIVYIGDGGNDVCPVTFLKNDDVAMPRKGYTLQKTLSRMSQNLEPMEYSVVVWSSGVDIISHLQFLIKD. Result: 0 (no interaction). (3) The miRNA is mmu-miR-669b-3p with sequence CAUAUACAUACACACAAACAUAU. The protein sequence of the target gene is MPVTEKDLAEDAPWKKIQQNTFTRWCNEHLKCVNKRIGNLQTDLSDGLRLIALLEVLSQKRMHHKYHQRPTFRQMKLENVSVALEFLDHESIKLVSIDSKAIVDGNLKLILGLVWTLILHYSISMPVWEDEGDDDAKKQTPKQRLLGWIQNKIPYLPITNFNQNWQDGKALGALVDSCAPGLCPDWESWDPRKPVDNAREAMQQADDWLGVPQVITPEEIIHPDVDEHSVMTYLSQFPKAKLKPGAPLKPKLNPKKARAYGRGIEPTGNMVKQPAKFTVDTISAGQGDVMVFVEDPEGNK.... Result: 0 (no interaction). (4) The protein sequence of the target gene is MGSVTVRYFCYGCLFTSATWTVLLFVYFNFSEVTQPLKNVPVKGSGPHGPSPKKFYPRFTRGPSRVLEPQFKANKIDDVIDSRVEDPEEGHLKFSSELGMIFNERDQELRDLGYQKHAFNMLISDRLGYHRDVPDTRNAACKEKFYPPDLPAASVVICFYNEAFSALLRTVHSVIDRTPAHLLHEIILVDDDSDFDDLKGELDEYVQKYLPGKIKVIRNTKREGLIRGRMIGAAHATGEVLVFLDSHCEVNVMWLQPLLAAIREDRHTVVCPVIDIISADTLAYSSSPVVRGGFNWGLHF.... The miRNA is hsa-miR-769-5p with sequence UGAGACCUCUGGGUUCUGAGCU. Result: 0 (no interaction). (5) The miRNA is rno-miR-26a-5p with sequence UUCAAGUAAUCCAGGAUAGGCU. The protein sequence of the target gene is MAAGSDLLDEVFFNSEVDEKVVSDLVGSLESQLAASAAHHHHLAPRTPEVRAAAAGALGNHVVSGSPAGAAGAGPAAPAEGAPGAAPEPPPAGRARPGGGGPQRPGPPSPRRPLVPAGPAPPAAKLRPPPEGSAGSCAPVPAAAAVAAGPEPAPAGPAKPAGPAALAARAGPGPGPGPGPGPGPGPGKPAGPGAAQTLNGSAALLNSHHAAAPAVSLVNNGPAALLPLPKPAAPGTVIQTPPFVGAAAPPAPAAPSPPAAPAPAAPAAAPPPPPPAPATLARPPGHPAGPPTAAPAVPPP.... Result: 0 (no interaction). (6) The miRNA is hsa-miR-3202 with sequence UGGAAGGGAGAAGAGCUUUAAU. The protein sequence of the target gene is MLDHKDLEAEIHPLKNEERKSQENLGNPSKNEDNVKSAPPQSRLSRCRAAAFFLSLFLCLFVVFVVSFVIPCPDRPASQRMWRIDYSAAVIYDFLAVDDINGDRIQDVLFLYKNTNSSNNFSRSCVDEGFSSPCTFAAAVSGANGSTLWERPVAQDVALVECAVPQPRGSEAPSACILVGRPSSFIAVNLFTGETLWNHSSSFSGNASILSPLLQVPDVDGDGAPDLLVLTQEREEVSGHLYSGSTGHQIGLRGSLGVDGESGFLLHVTRTGAHYILFPCASSLCGCSVKGLYEKVTGSG.... Result: 1 (interaction). (7) The miRNA is hsa-miR-6834-5p with sequence GUGAGGGACUGGGAUUUGUGG. The protein sequence of the target gene is MASLSLAPVNIFKAGADEERAETARLSSFIGAIAIGDLVKSTLGPKGMDKILLSSGRDAALMVTNDGATILKNIGVDNPAAKVLVDMSRVQDDEVGDGTTSVTVLAAELLREAESLIAKKIHPQTIISGWREATKAAREALLSSAVDHGSDEARFWQDLMNIAGTTLSSKLLTHHKDHFTKLAVEAVLRLKGSGNLEAIHVIKKLGGSLADSYLDEGFLLDKKIGVNQPKRIENAKILIANTGMDTDKIKIFGSRVRVDSTAKVAEIEHAEKEKMKEKVERILKHGINCFINRQLIYNYP.... Result: 0 (no interaction). (8) The miRNA is hsa-miR-653-3p with sequence UUCACUGGAGUUUGUUUCAAUA. The protein sequence of the target gene is MAELDPFGAPAGAPGGPALGNGVAGAGEEDPAAAFLAQQESEIAGIENDEAFAILDGGAPGPQPHGEPPGGPDAVDGVMNGEYYQESNGPTDSYAAISQVDRLQSEPESIRKWREEQMERLEALDANSRKQEAEWKEKAIKELEEWYARQDEQLQKTKANNRVADEAFYKQPFADVIGYVTNINHPCYSLEQAAEEAFVNDIDESSPGTEWERVARLCDFNPKSSKQAKDVSRMRSVLISLKQAPLVH. Result: 1 (interaction).